Dataset: NCI-60 drug combinations with 297,098 pairs across 59 cell lines. Task: Regression. Given two drug SMILES strings and cell line genomic features, predict the synergy score measuring deviation from expected non-interaction effect. (1) Drug 1: CCC1(CC2CC(C3=C(CCN(C2)C1)C4=CC=CC=C4N3)(C5=C(C=C6C(=C5)C78CCN9C7C(C=CC9)(C(C(C8N6C)(C(=O)OC)O)OC(=O)C)CC)OC)C(=O)OC)O.OS(=O)(=O)O. Drug 2: CC12CCC3C(C1CCC2O)C(CC4=C3C=CC(=C4)O)CCCCCCCCCS(=O)CCCC(C(F)(F)F)(F)F. Cell line: K-562. Synergy scores: CSS=11.6, Synergy_ZIP=-2.56, Synergy_Bliss=-12.3, Synergy_Loewe=-26.8, Synergy_HSA=-10.0. (2) Drug 1: CCC(=C(C1=CC=CC=C1)C2=CC=C(C=C2)OCCN(C)C)C3=CC=CC=C3.C(C(=O)O)C(CC(=O)O)(C(=O)O)O. Drug 2: CC1=C2C(C(=O)C3(C(CC4C(C3C(C(C2(C)C)(CC1OC(=O)C(C(C5=CC=CC=C5)NC(=O)C6=CC=CC=C6)O)O)OC(=O)C7=CC=CC=C7)(CO4)OC(=O)C)O)C)OC(=O)C. Cell line: RXF 393. Synergy scores: CSS=31.3, Synergy_ZIP=6.90, Synergy_Bliss=15.4, Synergy_Loewe=13.0, Synergy_HSA=16.3. (3) Drug 1: CCC1(CC2CC(C3=C(CCN(C2)C1)C4=CC=CC=C4N3)(C5=C(C=C6C(=C5)C78CCN9C7C(C=CC9)(C(C(C8N6C)(C(=O)OC)O)OC(=O)C)CC)OC)C(=O)OC)O.OS(=O)(=O)O. Drug 2: CC1=C(C=C(C=C1)C(=O)NC2=CC(=CC(=C2)C(F)(F)F)N3C=C(N=C3)C)NC4=NC=CC(=N4)C5=CN=CC=C5. Cell line: SF-539. Synergy scores: CSS=6.58, Synergy_ZIP=-3.10, Synergy_Bliss=-3.42, Synergy_Loewe=-1.21, Synergy_HSA=-1.55. (4) Drug 2: CC1C(C(CC(O1)OC2CC(CC3=C2C(=C4C(=C3O)C(=O)C5=CC=CC=C5C4=O)O)(C(=O)C)O)N)O. Synergy scores: CSS=36.2, Synergy_ZIP=-2.88, Synergy_Bliss=-5.24, Synergy_Loewe=-8.92, Synergy_HSA=-3.55. Cell line: SF-539. Drug 1: CCCCC(=O)OCC(=O)C1(CC(C2=C(C1)C(=C3C(=C2O)C(=O)C4=C(C3=O)C=CC=C4OC)O)OC5CC(C(C(O5)C)O)NC(=O)C(F)(F)F)O. (5) Drug 1: C1=CC(=C2C(=C1NCCNCCO)C(=O)C3=C(C=CC(=C3C2=O)O)O)NCCNCCO. Drug 2: C1C(C(OC1N2C=C(C(=O)NC2=O)F)CO)O. Cell line: SK-MEL-5. Synergy scores: CSS=40.6, Synergy_ZIP=-10.1, Synergy_Bliss=-5.07, Synergy_Loewe=-4.69, Synergy_HSA=-0.351.